Dataset: Full USPTO retrosynthesis dataset with 1.9M reactions from patents (1976-2016). Task: Predict the reactants needed to synthesize the given product. (1) Given the product [CH:11]1[C:16]2[CH:17]3[C:8]([C:19]4[N:20]=[CH:21][NH:22][CH:23]=4)([CH2:1][C:2]4[CH:3]=[CH:4][CH:5]=[CH:6][C:7]=43)[CH2:9][CH2:10][C:15]=2[CH:14]=[CH:13][CH:12]=1, predict the reactants needed to synthesize it. The reactants are: [CH2:1]([C:8]1([C:19]2[N:20]=[CH:21][NH:22][CH:23]=2)[CH2:17][CH2:16][C:15]2[C:10](=[CH:11][CH:12]=[CH:13][CH:14]=2)[CH:9]1O)[C:2]1[CH:7]=[CH:6][CH:5]=[CH:4][CH:3]=1.O.[OH-].[Na+]. (2) Given the product [C:1]1([C:7]2[N:16]3[N:17]=[C:18]([OH:20])[CH:19]=[C:15]3[CH2:14][CH2:13][CH:12]=2)[CH:6]=[CH:5][CH:4]=[CH:3][CH:2]=1, predict the reactants needed to synthesize it. The reactants are: [C:1]1([C:7]2([CH2:12][CH2:13][CH2:14][C:15]3[CH2:19][C:18](=[O:20])[NH:17][N:16]=3)OCCO2)[CH:6]=[CH:5][CH:4]=[CH:3][CH:2]=1.ClB(Cl)Cl. (3) The reactants are: [CH:1]1([CH2:6][C:7]2[CH:12]=[CH:11][C:10]([O:13][CH3:14])=[CH:9][C:8]=2OS(C(F)(F)F)(=O)=O)[CH2:5][CH:4]=[CH:3][CH2:2]1.C(N(CC)CC)C.C1(P(C2C=CC=CC=2)CCCP(C2C=CC=CC=2)C2C=CC=CC=2)C=CC=CC=1. Given the product [CH3:14][O:13][C:10]1[CH:11]=[CH:12][C:7]2[CH2:6][CH:1]3[CH2:5][CH:4]([CH:3]=[CH:2]3)[C:8]=2[CH:9]=1, predict the reactants needed to synthesize it. (4) Given the product [OH:3][C:2]([C:4]([F:7])([F:6])[F:5])=[O:1].[CH:36]1([N:34]2[CH2:33][CH2:32][C:21]3[N:22]([S:26]([CH2:29][CH2:30][CH3:31])(=[O:27])=[O:28])[C:23]4[CH:24]=[CH:25][C:17]([C:15]([N:12]5[CH2:13][CH2:14][CH:9]([CH3:8])[CH2:10][CH2:11]5)=[O:16])=[CH:18][C:19]=4[C:20]=3[CH2:35]2)[CH2:40][CH2:39][CH2:38][CH2:37]1, predict the reactants needed to synthesize it. The reactants are: [OH:1][C:2]([C:4]([F:7])([F:6])[F:5])=[O:3].[CH3:8][CH:9]1[CH2:14][CH2:13][N:12]([C:15]([C:17]2[CH:25]=[CH:24][C:23]3[N:22]([S:26]([CH2:29][CH2:30][CH3:31])(=[O:28])=[O:27])[C:21]4[CH2:32][CH2:33][NH:34][CH2:35][C:20]=4[C:19]=3[CH:18]=2)=[O:16])[CH2:11][CH2:10]1.[C:36]1(=O)[CH2:40][CH2:39][CH2:38][CH2:37]1.